This data is from Forward reaction prediction with 1.9M reactions from USPTO patents (1976-2016). The task is: Predict the product of the given reaction. (1) Given the reactants [CH2:1]([O:3][C:4]([C:6]1[NH:7][C:8]2[C:13]([C:14]=1[CH2:15][CH2:16][CH2:17][N:18]=[N+]=[N-])=[CH:12][C:11]([C:21](=[O:29])[NH:22][C:23]1[CH:24]=[N:25][CH:26]=[CH:27][CH:28]=1)=[CH:10][CH:9]=2)=[O:5])[CH3:2], predict the reaction product. The product is: [CH2:1]([O:3][C:4]([C:6]1[NH:7][C:8]2[C:13]([C:14]=1[CH2:15][CH2:16][CH2:17][NH2:18])=[CH:12][C:11]([C:21](=[O:29])[NH:22][C:23]1[CH:24]=[N:25][CH:26]=[CH:27][CH:28]=1)=[CH:10][CH:9]=2)=[O:5])[CH3:2]. (2) Given the reactants CNC(=O)C1C=CC=C(C2C=CC([O:16][C@@H]3[C@@H](O)[C@@H](O)[C@H](O)[C@@H](CO)O3)=C(C)C=2)C=1.C([O:33][C@@H:34]1[C@@H:39]([O:40]C(=O)C)[C@@H:38]([CH2:44][O:45]C(=O)C)[O:37][C@H:36]([O:49][C:50]2[CH:55]=[CH:54][C:53](Br)=[CH:52][C:51]=2[Cl:57])[C@H:35]1CC([O-])=O)(=O)C.[CH3:62][O:63][C:64]([C:66]1[CH:67]=[C:68](B(O)O)[CH:69]=[CH:70][CH:71]=1)=[O:65], predict the reaction product. The product is: [Cl:57][C:51]1[CH:52]=[C:53]([C:68]2[CH:67]=[C:66]([CH:71]=[CH:70][CH:69]=2)[C:64]([O:63][CH3:62])=[O:65])[CH:54]=[CH:55][C:50]=1[O:49][C@@H:36]1[C@@H:35]([OH:16])[C@@H:34]([OH:33])[C@H:39]([OH:40])[C@@H:38]([CH2:44][OH:45])[O:37]1. (3) Given the reactants Cl.[NH2:2][C@@H:3]([CH2:19][C:20]1[CH:25]=[CH:24][C:23]([OH:26])=[C:22]([OH:27])[CH:21]=1)[C:4]([O:6][CH2:7][C@H:8]([O:10][C:11]([C:13]1[CH:18]=[CH:17][CH:16]=[CH:15][CH:14]=1)=[O:12])[CH3:9])=[O:5].C([O-])(O)=O.[Na+].[CH3:33][S:34]([OH:37])(=[O:36])=[O:35], predict the reaction product. The product is: [S:34]([OH:37])(=[O:36])(=[O:35])[CH3:33].[NH2:2][C@@H:3]([CH2:19][C:20]1[CH:25]=[CH:24][C:23]([OH:26])=[C:22]([OH:27])[CH:21]=1)[C:4]([O:6][CH2:7][C@H:8]([O:10][C:11]([C:13]1[CH:18]=[CH:17][CH:16]=[CH:15][CH:14]=1)=[O:12])[CH3:9])=[O:5]. (4) Given the reactants [F:1][C:2]1[CH:3]=[C:4]([C:8]2[C:17]3[C:12](=[CH:13][C:14]([OH:18])=[CH:15][CH:16]=3)[C:11](=[O:19])[N:10]([CH2:20][C:21]([N:23]([CH3:34])[C:24]3[CH:33]=[CH:32][C:27]4[N:28]=[C:29]([CH3:31])[O:30][C:26]=4[CH:25]=3)=[O:22])[N:9]=2)[CH:5]=[CH:6][CH:7]=1.C([O-])([O-])=O.[K+].[K+].[CH2:41](I)[CH3:42], predict the reaction product. The product is: [CH2:41]([O:18][C:14]1[CH:13]=[C:12]2[C:17]([C:8]([C:4]3[CH:5]=[CH:6][CH:7]=[C:2]([F:1])[CH:3]=3)=[N:9][N:10]([CH2:20][C:21]([N:23]([CH3:34])[C:24]3[CH:33]=[CH:32][C:27]4[N:28]=[C:29]([CH3:31])[O:30][C:26]=4[CH:25]=3)=[O:22])[C:11]2=[O:19])=[CH:16][CH:15]=1)[CH3:42]. (5) Given the reactants [F:1][C:2]1[CH:15]=[CH:14][C:13]2[N:12]([S:16]([C:19]3[CH:24]=[CH:23][CH:22]=[C:21]([O:25]C)[CH:20]=3)(=[O:18])=[O:17])[CH:11]([CH3:27])[C:10]3[C:5](=[CH:6][C:7]([F:28])=[CH:8][CH:9]=3)[C:4]=2[CH:3]=1.C1CCCCC=1.B(Br)(Br)Br, predict the reaction product. The product is: [F:1][C:2]1[CH:15]=[CH:14][C:13]2[N:12]([S:16]([C:19]3[CH:20]=[C:21]([OH:25])[CH:22]=[CH:23][CH:24]=3)(=[O:18])=[O:17])[CH:11]([CH3:27])[C:10]3[C:5](=[CH:6][C:7]([F:28])=[CH:8][CH:9]=3)[C:4]=2[CH:3]=1. (6) Given the reactants [C:1]([C:5]1[CH:6]=[C:7]2[N:12]([CH:13]=1)[N:11]=[CH:10][N:9]=[C:8]2O)([CH3:4])([CH3:3])[CH3:2].O=P(Cl)(Cl)[Cl:17], predict the reaction product. The product is: [C:1]([C:5]1[CH:6]=[C:7]2[N:12]([CH:13]=1)[N:11]=[CH:10][N:9]=[C:8]2[Cl:17])([CH3:4])([CH3:3])[CH3:2]. (7) The product is: [CH2:1]([O:8][C:9]1[N:24]=[C:23]([C:25]2[CH:26]=[C:27]3[C:31](=[CH:32][CH:33]=2)[N:30]([CH3:34])[CH:29]=[CH:28]3)[C:22]([O:35][CH3:47])=[C:21]([O:36][CH2:37][C:38]2[CH:43]=[CH:42][CH:41]=[CH:40][CH:39]=2)[C:10]=1[C:11]([O:13][CH2:14][C:15]1[CH:16]=[CH:17][CH:18]=[CH:19][CH:20]=1)=[O:12])[C:2]1[CH:7]=[CH:6][CH:5]=[CH:4][CH:3]=1. Given the reactants [CH2:1]([O:8][C:9]1[N:24]=[C:23]([C:25]2[CH:26]=[C:27]3[C:31](=[CH:32][CH:33]=2)[N:30]([CH3:34])[CH:29]=[CH:28]3)[C:22]([OH:35])=[C:21]([O:36][CH2:37][C:38]2[CH:43]=[CH:42][CH:41]=[CH:40][CH:39]=2)[C:10]=1[C:11]([O:13][CH2:14][C:15]1[CH:20]=[CH:19][CH:18]=[CH:17][CH:16]=1)=[O:12])[C:2]1[CH:7]=[CH:6][CH:5]=[CH:4][CH:3]=1.[H-].[Na+].I[CH3:47], predict the reaction product. (8) Given the reactants [CH3:1][O:2][C:3](=[O:15])[CH2:4][C:5]1[CH:10]=[C:9]([CH:11]([CH3:13])[CH3:12])[CH:8]=[C:7](Br)[CH:6]=1.[B:16]1([B:16]2[O:20][C:19]([CH3:22])([CH3:21])[C:18]([CH3:24])([CH3:23])[O:17]2)[O:20][C:19]([CH3:22])([CH3:21])[C:18]([CH3:24])([CH3:23])[O:17]1.C(Cl)Cl.C([O-])(=O)C.[K+], predict the reaction product. The product is: [CH3:1][O:2][C:3](=[O:15])[CH2:4][C:5]1[CH:6]=[C:7]([B:16]2[O:20][C:19]([CH3:22])([CH3:21])[C:18]([CH3:24])([CH3:23])[O:17]2)[CH:8]=[C:9]([CH:11]([CH3:13])[CH3:12])[CH:10]=1. (9) Given the reactants [C:1]([C:3]1[CH:4]=[C:5]([S:10](Cl)(=[O:12])=[O:11])[CH:6]=[CH:7][C:8]=1[F:9])#[N:2].[NH2:14][C:15]1[CH:20]=[CH:19][CH:18]=[CH:17][CH:16]=1, predict the reaction product. The product is: [C:1]([C:3]1[CH:4]=[C:5]([S:10]([NH:14][C:15]2[CH:20]=[CH:19][CH:18]=[CH:17][CH:16]=2)(=[O:12])=[O:11])[CH:6]=[CH:7][C:8]=1[F:9])#[N:2].